Dataset: Forward reaction prediction with 1.9M reactions from USPTO patents (1976-2016). Task: Predict the product of the given reaction. (1) Given the reactants [Cl:1][C:2]1[CH:7]=[CH:6][CH:5]=[CH:4][C:3]=1[OH:8].[H-].[Na+].BrC(C)CO.[Br:16][CH2:17][CH2:18][CH2:19]O, predict the reaction product. The product is: [Cl:1][C:2]1[CH:7]=[CH:6][CH:5]=[CH:4][C:3]=1[O:8][CH2:19][CH2:18][CH2:17][Br:16]. (2) The product is: [CH2:20]([O:19][CH2:18][C:4]1([S:5]([O:8][CH2:9][CH2:10][CH2:11][CH3:12])(=[O:7])=[O:6])[CH2:2][CH2:3]1)[C:21]1[CH:26]=[CH:25][CH:24]=[CH:23][CH:22]=1. Given the reactants Cl[CH2:2][CH2:3][CH2:4][S:5]([O:8][CH2:9][CH2:10][CH2:11][CH3:12])(=[O:7])=[O:6].[Li]CCCC.[CH2:18](Cl)[O:19][CH2:20][C:21]1[CH:26]=[CH:25][CH:24]=[CH:23][CH:22]=1, predict the reaction product. (3) Given the reactants [CH2:1]([CH:8]1[CH2:13][CH2:12][N:11]([CH2:14][CH2:15][CH2:16][NH2:17])[CH2:10][CH2:9]1)[C:2]1[CH:7]=[CH:6][CH:5]=[CH:4][CH:3]=1.[C:18]([C:20]1[CH:21]=[C:22]([N:26]=[C:27]=[O:28])[CH:23]=[CH:24][CH:25]=1)#[N:19], predict the reaction product. The product is: [C:18]([C:20]1[CH:21]=[C:22]([NH:26][C:27]([NH:17][CH2:16][CH2:15][CH2:14][N:11]2[CH2:10][CH2:9][CH:8]([CH2:1][C:2]3[CH:7]=[CH:6][CH:5]=[CH:4][CH:3]=3)[CH2:13][CH2:12]2)=[O:28])[CH:23]=[CH:24][CH:25]=1)#[N:19]. (4) Given the reactants N(C(OC(C)C)=O)=NC(OC(C)C)=O.O[CH2:16][CH2:17][CH2:18][C@H:19]1[CH2:24][CH2:23][CH2:22][N:21]([C:25]([O:27][C:28]([CH3:31])([CH3:30])[CH3:29])=[O:26])[CH2:20]1.C1(P(C2C=CC=CC=2)C2C=CC=CC=2)C=CC=CC=1.[C:51]1(=[O:61])[NH:55][C:54](=[O:56])[C:53]2=[CH:57][CH:58]=[CH:59][CH:60]=[C:52]12, predict the reaction product. The product is: [O:56]=[C:54]1[C:53]2[C:52](=[CH:60][CH:59]=[CH:58][CH:57]=2)[C:51](=[O:61])[N:55]1[CH2:16][CH2:17][CH2:18][C@H:19]1[CH2:24][CH2:23][CH2:22][N:21]([C:25]([O:27][C:28]([CH3:31])([CH3:30])[CH3:29])=[O:26])[CH2:20]1.